Regression/Classification. Given a drug SMILES string, predict its absorption, distribution, metabolism, or excretion properties. Task type varies by dataset: regression for continuous measurements (e.g., permeability, clearance, half-life) or binary classification for categorical outcomes (e.g., BBB penetration, CYP inhibition). Dataset: cyp1a2_veith. From a dataset of CYP1A2 inhibition data for predicting drug metabolism from PubChem BioAssay. (1) The result is 0 (non-inhibitor). The molecule is C/C(CCN1CCCc2nc(C)c(C)cc21)=N\OC[C@@H](C)[C@H](OCc1ccccc1)C(C)C. (2) The drug is COC(=O)C(Cc1c[nH]c2ccccc12)NC(=O)C(C)C. The result is 0 (non-inhibitor).